Dataset: NCI-60 drug combinations with 297,098 pairs across 59 cell lines. Task: Regression. Given two drug SMILES strings and cell line genomic features, predict the synergy score measuring deviation from expected non-interaction effect. (1) Cell line: A498. Drug 1: C1CN1P(=S)(N2CC2)N3CC3. Drug 2: CC12CCC3C(C1CCC2OP(=O)(O)O)CCC4=C3C=CC(=C4)OC(=O)N(CCCl)CCCl.[Na+]. Synergy scores: CSS=3.63, Synergy_ZIP=-2.63, Synergy_Bliss=-3.23, Synergy_Loewe=-5.00, Synergy_HSA=-2.74. (2) Drug 1: C1=NC2=C(N=C(N=C2N1C3C(C(C(O3)CO)O)O)F)N. Drug 2: CC(C)NC(=O)C1=CC=C(C=C1)CNNC.Cl. Cell line: K-562. Synergy scores: CSS=-2.67, Synergy_ZIP=0.674, Synergy_Bliss=-3.82, Synergy_Loewe=-0.318, Synergy_HSA=-5.83. (3) Drug 1: C1=CN(C(=O)N=C1N)C2C(C(C(O2)CO)O)O.Cl. Drug 2: C1=NC(=NC(=O)N1C2C(C(C(O2)CO)O)O)N. Cell line: MOLT-4. Synergy scores: CSS=63.4, Synergy_ZIP=-3.78, Synergy_Bliss=-6.04, Synergy_Loewe=-17.2, Synergy_HSA=-4.46.